This data is from Catalyst prediction with 721,799 reactions and 888 catalyst types from USPTO. The task is: Predict which catalyst facilitates the given reaction. (1) Reactant: [Cl:1][C:2]1[CH:18]=[CH:17][C:5]2[CH2:6][CH2:7][N:8]([C:11](=[O:16])[C:12]([F:15])([F:14])[F:13])[CH2:9][CH2:10][C:4]=2[C:3]=1OS(C(F)(F)F)(=O)=O.C1C=CC(P(C2C(C3C(P(C4C=CC=CC=4)C4C=CC=CC=4)=CC=C4C=3C=CC=C4)=C3C(C=CC=C3)=CC=2)C2C=CC=CC=2)=CC=1.[CH3:73][C:74]([CH3:86])([CH3:85])[CH2:75][CH2:76][C:77]1[CH:84]=[CH:83][C:80]([CH2:81][NH2:82])=[CH:79][CH:78]=1.C(=O)([O-])[O-].[Cs+].[Cs+]. Product: [Cl:1][C:2]1[CH:18]=[CH:17][C:5]2[CH2:6][CH2:7][N:8]([C:11](=[O:16])[C:12]([F:15])([F:14])[F:13])[CH2:9][CH2:10][C:4]=2[C:3]=1[NH:82][CH2:81][C:80]1[CH:83]=[CH:84][C:77]([CH2:76][CH2:75][C:74]([CH3:86])([CH3:85])[CH3:73])=[CH:78][CH:79]=1. The catalyst class is: 164. (2) Reactant: [CH3:1][N:2]1[CH:15]([CH3:16])[CH2:14][C:5]2[NH:6][C:7]3[CH:8]=[CH:9][C:10]([CH3:13])=[CH:11][C:12]=3[C:4]=2[CH2:3]1.P([O-])([O-])([O-])=O.[K+].[K+].[K+].N1CCC[C@H]1C(O)=O.Br[CH:34]=[C:35]([C:37]1[CH:42]=[CH:41][N:40]=[CH:39][CH:38]=1)[CH3:36]. Product: [CH3:1][N:2]1[CH:15]([CH3:16])[CH2:14][C:5]2[N:6](/[CH:34]=[C:35](/[C:37]3[CH:42]=[CH:41][N:40]=[CH:39][CH:38]=3)\[CH3:36])[C:7]3[CH:8]=[CH:9][C:10]([CH3:13])=[CH:11][C:12]=3[C:4]=2[CH2:3]1. The catalyst class is: 122. (3) Reactant: [CH2:1]([O:3][C:4]([N:6]1[C:15]2[C:10](=[N:11][C:12]([O:16][CH3:17])=[CH:13][CH:14]=2)[C@@H:9]([NH:18][C:19]2[N:24]=[C:23]([CH2:25][C:26]3[CH:31]=[C:30]([C:32]([F:35])([F:34])[F:33])[CH:29]=[C:28]([C:36]([F:39])([F:38])[F:37])[CH:27]=3)[C:22]([CH2:40][CH2:41][CH2:42]O)=[CH:21][N:20]=2)[CH2:8][C@H:7]1[CH2:44][CH3:45])=[O:5])[CH3:2].C1(P(C2C=CC=CC=2)C2C=CC=CC=2)C=CC=CC=1.C(Br)(Br)(Br)[Br:66]. Product: [CH2:1]([O:3][C:4]([N:6]1[C:15]2[C:10](=[N:11][C:12]([O:16][CH3:17])=[CH:13][CH:14]=2)[C@@H:9]([NH:18][C:19]2[N:24]=[C:23]([CH2:25][C:26]3[CH:31]=[C:30]([C:32]([F:35])([F:34])[F:33])[CH:29]=[C:28]([C:36]([F:39])([F:38])[F:37])[CH:27]=3)[C:22]([CH2:40][CH2:41][CH2:42][Br:66])=[CH:21][N:20]=2)[CH2:8][C@H:7]1[CH2:44][CH3:45])=[O:5])[CH3:2]. The catalyst class is: 4. (4) Reactant: [C:1](C1NC=CN=1)(C1NC=CN=1)=[O:2].[N:13]1[CH:18]=[CH:17][CH:16]=[C:15]([NH2:19])[CH:14]=1.Cl.[NH2:21][C:22]1[CH:26]=[CH:25][N:24]([C:27]2[CH:32]=[CH:31][C:30]([C:33]3[CH:38]=[CH:37][CH:36]=[C:35]([O:39][CH3:40])[C:34]=3[OH:41])=[CH:29][CH:28]=2)[C:23]=1[C:42]([O:44][CH2:45][CH3:46])=[O:43]. Product: [OH:41][C:34]1[C:35]([O:39][CH3:40])=[CH:36][CH:37]=[CH:38][C:33]=1[C:30]1[CH:29]=[CH:28][C:27]([N:24]2[CH:25]=[CH:26][C:22]([NH:21][C:1]([NH:19][C:15]3[CH:14]=[N:13][CH:18]=[CH:17][CH:16]=3)=[O:2])=[C:23]2[C:42]([O:44][CH2:45][CH3:46])=[O:43])=[CH:32][CH:31]=1. The catalyst class is: 59. (5) Reactant: ClC(Cl)(Cl)CO[C:5](=[O:35])[NH:6][C:7]1[N:8]([C:16]2[CH:21]=[CH:20][C:19]([O:22][Si:23]([CH:30]([CH3:32])[CH3:31])([CH:27]([CH3:29])[CH3:28])[CH:24]([CH3:26])[CH3:25])=[C:18]([CH2:33][OH:34])[CH:17]=2)[N:9]=[C:10]([C:12]([CH3:15])([CH3:14])[CH3:13])[CH:11]=1.[CH3:38][C@H:39]1[CH2:44][CH2:43][CH2:42][CH2:41][N:40]1[C:45]1[N:49]2[CH:50]=[C:51]([O:54][C@H:55]3[C:64]4[C:59](=[CH:60][CH:61]=[CH:62][CH:63]=4)[C@@H:58]([NH2:65])[CH2:57][CH2:56]3)[CH:52]=[CH:53][C:48]2=[N:47][N:46]=1.CCN(C(C)C)C(C)C. Product: [C:12]([C:10]1[CH:11]=[C:7]([NH:6][C:5]([NH:65][C@@H:58]2[C:59]3[C:64](=[CH:63][CH:62]=[CH:61][CH:60]=3)[C@H:55]([O:54][C:51]3[CH:52]=[CH:53][C:48]4[N:49]([C:45]([N:40]5[CH2:41][CH2:42][CH2:43][CH2:44][C@@H:39]5[CH3:38])=[N:46][N:47]=4)[CH:50]=3)[CH2:56][CH2:57]2)=[O:35])[N:8]([C:16]2[CH:21]=[CH:20][C:19]([O:22][Si:23]([CH:30]([CH3:32])[CH3:31])([CH:24]([CH3:26])[CH3:25])[CH:27]([CH3:29])[CH3:28])=[C:18]([CH2:33][OH:34])[CH:17]=2)[N:9]=1)([CH3:14])([CH3:15])[CH3:13]. The catalyst class is: 12. (6) Reactant: [F:1][C:2]([F:15])([F:14])[S:3]([O:6]S(C(F)(F)F)(=O)=O)(=[O:5])=[O:4].[Cl:16][C:17]1[CH:22]=[CH:21][C:20]2=[N:23][C:24]3[C:37]4[CH:36]=[CH:35][CH:34]=[CH:33][C:32]=4[N:31]([CH3:38])[C:30]4[C:25]=3[C:26]([CH:27]=[C:28](O)[CH:29]=4)=[C:19]2[CH:18]=1. Product: [Cl:16][C:17]1[CH:22]=[CH:21][C:20]2=[N:23][C:24]3[C:37]4[CH:36]=[CH:35][CH:34]=[CH:33][C:32]=4[N:31]([CH3:38])[C:30]4[C:25]=3[C:26]([CH:27]=[C:28]([O:6][S:3]([C:2]([F:15])([F:14])[F:1])(=[O:5])=[O:4])[CH:29]=4)=[C:19]2[CH:18]=1. The catalyst class is: 2. (7) Reactant: Cl[C:2]1[C:11]2[CH:10]=[CH:9][CH:8]=[CH:7][C:6]=2[N:5]=[C:4]2[CH2:12][N:13]([CH2:16][CH3:17])[C:14](=[O:15])[C:3]=12.Cl.[Cl:19][C:20]1[CH:21]=[C:22]([CH:25]=[CH:26][C:27]=1[O:28][CH3:29])[CH2:23][NH2:24]. Product: [Cl:19][C:20]1[CH:21]=[C:22]([CH:25]=[CH:26][C:27]=1[O:28][CH3:29])[CH2:23][NH:24][C:2]1[C:11]2[CH:10]=[CH:9][CH:8]=[CH:7][C:6]=2[N:5]=[C:4]2[CH2:12][N:13]([CH2:16][CH3:17])[C:14](=[O:15])[C:3]=12. The catalyst class is: 259. (8) The catalyst class is: 14. Reactant: [NH2:1][C@@:2]([C:9]1[C:14]([F:15])=[CH:13][CH:12]=[C:11]([Br:16])[N:10]=1)([CH3:8])[C:3]([F:7])([F:6])[CH2:4][OH:5].C([O-])(O)=O.[Na+].[N:22]#[C:23]Br. Product: [Br:16][C:11]1[N:10]=[C:9]([C@:2]2([CH3:8])[C:3]([F:6])([F:7])[CH2:4][O:5][C:23]([NH2:22])=[N:1]2)[C:14]([F:15])=[CH:13][CH:12]=1. (9) Reactant: [C:1]([O:5][C:6](=[O:26])[N:7]([CH2:16][C:17]1[CH:22]=[CH:21][C:20]([CH2:23][CH2:24][OH:25])=[CH:19][CH:18]=1)[CH2:8][CH2:9][C:10]1[CH:15]=[CH:14][CH:13]=[CH:12][CH:11]=1)([CH3:4])([CH3:3])[CH3:2].CC(OI1(OC(C)=O)(OC(C)=O)OC(=O)C2C=CC=CC1=2)=O.S([O-])([O-])(=O)=S.[Na+].[Na+].C(=O)(O)[O-].[Na+]. Product: [C:1]([O:5][C:6](=[O:26])[N:7]([CH2:16][C:17]1[CH:22]=[CH:21][C:20]([CH2:23][CH:24]=[O:25])=[CH:19][CH:18]=1)[CH2:8][CH2:9][C:10]1[CH:15]=[CH:14][CH:13]=[CH:12][CH:11]=1)([CH3:2])([CH3:4])[CH3:3]. The catalyst class is: 96.